This data is from Full USPTO retrosynthesis dataset with 1.9M reactions from patents (1976-2016). The task is: Predict the reactants needed to synthesize the given product. (1) Given the product [C:30]([C@H:12]([NH:9][C@H:7]([C:1]1[CH:6]=[CH:5][CH:4]=[CH:3][CH:2]=1)[CH3:8])[C@@H:11]([CH3:10])[C@@H:14]([O:16][CH:17]1[CH2:18][CH2:23][CH2:22][CH2:21][O:25]1)[CH3:15])#[N:31].[C:30]([C@@H:12]([NH:9][C@H:7]([C:1]1[CH:6]=[CH:5][CH:4]=[CH:3][CH:2]=1)[CH3:8])[C@@H:11]([CH3:10])[C@@H:14]([O:16][CH:17]1[CH2:18][CH2:23][CH2:22][CH2:21][O:25]1)[CH3:15])#[N:31], predict the reactants needed to synthesize it. The reactants are: [C:1]1([C@@H:7]([NH2:9])[CH3:8])[CH:6]=[CH:5][CH:4]=[CH:3][CH:2]=1.[CH3:10][C@@H:11]([C@@H:14]([O:16][CH2:17][C:18]1[CH:23]=[CH:22][CH:21]=CC=1)[CH3:15])[CH:12]=O.C[OH:25].[Si]([C:30]#[N:31])(C)(C)C. (2) Given the product [F:1][C:2]1[CH:20]=[C:19]([N+:21]([O-:23])=[O:22])[CH:18]=[CH:17][C:3]=1[O:4][C:5]1[CH:10]=[CH:9][N:8]=[C:7]2[CH:11]=[C:12]([S:14]([CH3:16])(=[O:32])=[O:15])[S:13][C:6]=12, predict the reactants needed to synthesize it. The reactants are: [F:1][C:2]1[CH:20]=[C:19]([N+:21]([O-:23])=[O:22])[CH:18]=[CH:17][C:3]=1[O:4][C:5]1[CH:10]=[CH:9][N:8]=[C:7]2[CH:11]=[C:12]([S:14]([CH3:16])=[O:15])[S:13][C:6]=12.C1C=C(Cl)C=C(C(OO)=[O:32])C=1.O. (3) The reactants are: [C:1]1([N:7]2[C:11]3[CH:12]=[CH:13][CH:14]=[CH:15][C:10]=3[N:9]=[C:8]2[C:16]2[CH:21]=[CH:20][C:19]([N:22]3[C:35]4[CH:34]=[CH:33][CH:32]=[CH:31][C:30]=4[S:29][C:28]4[C:23]3=[CH:24][CH:25]=[CH:26][CH:27]=4)=[CH:18][CH:17]=2)[CH:6]=[CH:5][CH:4]=[CH:3][CH:2]=1.ClC1C=CC=C(C(OO)=[O:44])C=1.[OH-:47].[K+]. Given the product [C:1]1([N:7]2[C:11]3[CH:12]=[CH:13][CH:14]=[CH:15][C:10]=3[N:9]=[C:8]2[C:16]2[CH:21]=[CH:20][C:19]([N:22]3[C:35]4[CH:34]=[CH:33][CH:32]=[CH:31][C:30]=4[S:29](=[O:44])(=[O:47])[C:28]4[C:23]3=[CH:24][CH:25]=[CH:26][CH:27]=4)=[CH:18][CH:17]=2)[CH:2]=[CH:3][CH:4]=[CH:5][CH:6]=1, predict the reactants needed to synthesize it. (4) Given the product [Cl:24][C:25]1[CH:30]=[CH:29][C:28]([C:2]2[C:3]([CH3:23])=[C:4]([C:7]([NH:9][C:10]3[CH:15]=[C:14]([C:16](=[O:21])[NH:17][CH:18]4[CH2:20][CH2:19]4)[CH:13]=[CH:12][C:11]=3[CH3:22])=[O:8])[S:5][CH:6]=2)=[CH:27][CH:26]=1, predict the reactants needed to synthesize it. The reactants are: Br[C:2]1[C:3]([CH3:23])=[C:4]([C:7]([NH:9][C:10]2[CH:15]=[C:14]([C:16](=[O:21])[NH:17][CH:18]3[CH2:20][CH2:19]3)[CH:13]=[CH:12][C:11]=2[CH3:22])=[O:8])[S:5][CH:6]=1.[Cl:24][C:25]1[CH:30]=[CH:29][C:28](B(O)O)=[CH:27][CH:26]=1. (5) Given the product [Cl:13][C:14]1[N:15]=[CH:16][N:17]=[C:18]([O:1][C:2]2[CH:11]=[C:10]([CH3:12])[C:5]3[NH:6][C:7](=[O:9])[S:8][C:4]=3[CH:3]=2)[CH:19]=1, predict the reactants needed to synthesize it. The reactants are: [OH:1][C:2]1[CH:11]=[C:10]([CH3:12])[C:5]2[NH:6][C:7](=[O:9])[S:8][C:4]=2[CH:3]=1.[Cl:13][C:14]1[CH:19]=[C:18](Cl)[N:17]=[CH:16][N:15]=1.C(=O)([O-])[O-].[K+].[K+].O. (6) Given the product [NH2:1][C:4]1[CH:12]=[CH:11][C:10]([C:13]([F:14])([F:15])[F:16])=[CH:9][C:5]=1[C:6]([OH:8])=[O:7], predict the reactants needed to synthesize it. The reactants are: [N+:1]([C:4]1[CH:12]=[CH:11][C:10]([C:13]([F:16])([F:15])[F:14])=[CH:9][C:5]=1[C:6]([OH:8])=[O:7])([O-])=O. (7) Given the product [Cl:1][C:2]1[CH:3]=[C:4]([C@@H:8]2[C@@H:13]([C:14]3[CH:19]=[CH:18][C:17]([Cl:20])=[CH:16][CH:15]=3)[N:12]([CH2:21][CH:22]3[CH2:23][CH2:24]3)[C:11](=[O:25])[C@H:10]([CH2:26][C:27]([O:29][CH3:30])=[O:28])[CH2:9]2)[CH:5]=[CH:6][CH:7]=1, predict the reactants needed to synthesize it. The reactants are: [Cl:1][C:2]1[CH:3]=[C:4]([C@@H:8]2[C@@H:13]([C:14]3[CH:19]=[CH:18][C:17]([Cl:20])=[CH:16][CH:15]=3)[N:12]([CH2:21][CH:22]3[CH2:24][CH2:23]3)[C:11](=[O:25])[C@H:10]([CH2:26][C:27]([OH:29])=[O:28])[CH2:9]2)[CH:5]=[CH:6][CH:7]=1.[CH3:30][Si](C=[N+]=[N-])(C)C. (8) Given the product [CH:24]1([C:22](=[O:23])[CH2:21][O:14][C:12]2[CH:11]=[CH:10][C:9]([C:15]([CH3:19])([CH3:18])[C:16]#[N:17])=[C:8]([F:7])[CH:13]=2)[CH2:28][CH2:27][CH2:26][CH2:25]1, predict the reactants needed to synthesize it. The reactants are: C(=O)([O-])[O-].[K+].[K+].[F:7][C:8]1[CH:13]=[C:12]([OH:14])[CH:11]=[CH:10][C:9]=1[C:15]([CH3:19])([CH3:18])[C:16]#[N:17].Cl[CH2:21][C:22]([CH:24]1[CH2:28][CH2:27][CH2:26][CH2:25]1)=[O:23].O.